Dataset: Forward reaction prediction with 1.9M reactions from USPTO patents (1976-2016). Task: Predict the product of the given reaction. Given the reactants [F:1][C:2]1[C:10]([F:11])=[C:9]([C:12]([F:15])([F:14])[F:13])[CH:8]=[C:7](I)[C:3]=1[C:4]([OH:6])=O.Cl.[Cl:18][C:19]1[CH:27]=[CH:26][C:22]([C:23]([NH2:25])=O)=[CH:21][CH:20]=1.C(=O)([O-])[O-].[Cs+].[Cs+].C[N:35](C)C=O, predict the reaction product. The product is: [Cl:18][C:19]1[CH:27]=[CH:26][C:22]([C:23]2[NH:35][C:4](=[O:6])[C:3]3[C:7](=[CH:8][C:9]([C:12]([F:15])([F:14])[F:13])=[C:10]([F:11])[C:2]=3[F:1])[N:25]=2)=[CH:21][CH:20]=1.